From a dataset of Forward reaction prediction with 1.9M reactions from USPTO patents (1976-2016). Predict the product of the given reaction. (1) Given the reactants [C:1]12([CH2:11][O:12][C:13]3[CH:20]=[CH:19][C:16]([C:17]#[N:18])=[CH:15][C:14]=3Br)[CH2:10][CH:5]3[CH2:6][CH:7]([CH2:9][CH:3]([CH2:4]3)[CH2:2]1)[CH2:8]2.[C:22]1(=[O:26])[CH2:25][CH2:24][CH2:23]1, predict the reaction product. The product is: [C:1]12([CH2:11][O:12][C:13]3[CH:20]=[CH:19][C:16]([C:17]#[N:18])=[CH:15][C:14]=3[C:22]3([OH:26])[CH2:25][CH2:24][CH2:23]3)[CH2:10][CH:5]3[CH2:6][CH:7]([CH2:9][CH:3]([CH2:4]3)[CH2:2]1)[CH2:8]2. (2) Given the reactants [N:1]1[C:10]2[C:5](=[CH:6][CH:7]=[CH:8][CH:9]=2)[CH:4]=[CH:3][C:2]=1[N:11]1[CH2:16][CH2:15][N:14]([CH2:17][CH2:18][CH2:19][CH2:20][NH2:21])[CH2:13][CH2:12]1.C1N=CN([C:27](N2C=NC=C2)=[O:28])C=1.[C:34]1([N:40]2[CH2:45][CH2:44][NH:43][CH2:42][CH2:41]2)[CH:39]=[CH:38][CH:37]=[CH:36][CH:35]=1, predict the reaction product. The product is: [C:34]1([N:40]2[CH2:45][CH2:44][N:43]([C:27]([NH:21][CH2:20][CH2:19][CH2:18][CH2:17][N:14]3[CH2:13][CH2:12][N:11]([C:2]4[CH:3]=[CH:4][C:5]5[C:10](=[CH:9][CH:8]=[CH:7][CH:6]=5)[N:1]=4)[CH2:16][CH2:15]3)=[O:28])[CH2:42][CH2:41]2)[CH:39]=[CH:38][CH:37]=[CH:36][CH:35]=1. (3) Given the reactants [CH3:1][NH:2][C:3]1[CH:8]=[CH:7][N:6]=[C:5]([NH2:9])[CH:4]=1.Br[CH2:11][C:12]([C:14]1[CH:19]=[CH:18][CH:17]=[CH:16][C:15]=1[OH:20])=O.CC1C=CC(S(O)(=O)=O)=CC=1, predict the reaction product. The product is: [CH3:1][NH:2][C:3]1[CH:8]=[CH:7][N:6]2[CH:11]=[C:12]([C:14]3[CH:19]=[CH:18][CH:17]=[CH:16][C:15]=3[OH:20])[N:9]=[C:5]2[CH:4]=1. (4) The product is: [CH2:50]([C@:3]1([CH2:27][CH2:28][CH2:29][CH2:30][B:31]2[O:35][C:34]([CH3:37])([CH3:36])[C:33]([CH3:39])([CH3:38])[O:32]2)[C:2](=[O:1])[O:7][C@@H:6]([C:8]2[CH:9]=[CH:10][CH:11]=[CH:12][CH:13]=2)[C@@H:5]([C:14]2[CH:19]=[CH:18][CH:17]=[CH:16][CH:15]=2)[N:4]1[C:20]([O:22][C:23]([CH3:26])([CH3:25])[CH3:24])=[O:21])[CH:49]=[CH2:48]. Given the reactants [O:1]=[C:2]1[O:7][C@@H:6]([C:8]2[CH:13]=[CH:12][CH:11]=[CH:10][CH:9]=2)[C@@H:5]([C:14]2[CH:19]=[CH:18][CH:17]=[CH:16][CH:15]=2)[N:4]([C:20]([O:22][C:23]([CH3:26])([CH3:25])[CH3:24])=[O:21])[C@@H:3]1[CH2:27][CH2:28][CH2:29][CH2:30][B:31]1[O:35][C:34]([CH3:37])([CH3:36])[C:33]([CH3:39])([CH3:38])[O:32]1.CN(CCN(C)C)C.[CH2:48](I)[CH:49]=[CH2:50].C[Si]([N-][Si](C)(C)C)(C)C.[K+].Cl, predict the reaction product. (5) Given the reactants C(OC(=O)[NH:7][CH:8]([C:24]([N:26]1[CH2:30][C:29]([F:32])([F:31])[C:28]([F:34])([F:33])[CH2:27]1)=[O:25])[CH2:9][CH2:10][CH2:11][CH2:12][NH:13][C:14]([O:16][CH2:17][C:18]1[CH:23]=[CH:22][CH:21]=[CH:20][CH:19]=1)=[O:15])(C)(C)C.[ClH:36], predict the reaction product. The product is: [ClH:36].[CH2:17]([O:16][C:14](=[O:15])[NH:13][CH2:12][CH2:11][CH2:10][CH2:9][CH:8]([NH2:7])[C:24](=[O:25])[N:26]1[CH2:27][C:28]([F:34])([F:33])[C:29]([F:32])([F:31])[CH2:30]1)[C:18]1[CH:19]=[CH:20][CH:21]=[CH:22][CH:23]=1. (6) The product is: [CH2:1]([O:3][C:4]([C:6]1[O:7][C:8]2[CH:15]=[CH:14][C:13]([C:16]([C:19]3[CH:24]=[CH:23][C:22]([O:25][CH2:30][C:31](=[O:36])[C:32]([CH3:35])([CH3:34])[CH3:33])=[C:21]([CH3:26])[CH:20]=3)([CH2:27][CH3:28])[CH2:17][CH3:18])=[CH:12][C:9]=2[C:10]=1[CH3:11])=[O:5])[CH3:2]. Given the reactants [CH2:1]([O:3][C:4]([C:6]1[O:7][C:8]2[CH:15]=[CH:14][C:13]([C:16]([CH2:27][CH3:28])([C:19]3[CH:24]=[CH:23][C:22]([OH:25])=[C:21]([CH3:26])[CH:20]=3)[CH2:17][CH3:18])=[CH:12][C:9]=2[C:10]=1[CH3:11])=[O:5])[CH3:2].Br[CH2:30][C:31](=[O:36])[C:32]([CH3:35])([CH3:34])[CH3:33].C([O-])([O-])=O.[K+].[K+], predict the reaction product.